This data is from Peptide-MHC class II binding affinity with 134,281 pairs from IEDB. The task is: Regression. Given a peptide amino acid sequence and an MHC pseudo amino acid sequence, predict their binding affinity value. This is MHC class II binding data. (1) The peptide sequence is LQLVGIQRAGLAPTG. The MHC is DRB1_0404 with pseudo-sequence DRB1_0404. The binding affinity (normalized) is 0.437. (2) The peptide sequence is GSCWAFSGVAATESA. The MHC is HLA-DPA10103-DPB10301 with pseudo-sequence HLA-DPA10103-DPB10301. The binding affinity (normalized) is 0.733. (3) The peptide sequence is EKKYSAATQFEPLAA. The MHC is DRB1_0701 with pseudo-sequence DRB1_0701. The binding affinity (normalized) is 0.510. (4) The binding affinity (normalized) is 0.575. The MHC is HLA-DQA10501-DQB10301 with pseudo-sequence HLA-DQA10501-DQB10301. The peptide sequence is YTVALFLAVALVAGP.